From a dataset of Reaction yield outcomes from USPTO patents with 853,638 reactions. Predict the reaction yield, written as a fraction of the theoretical maximum amount of product (1.0 means a 100% yield; for example, 0.34 means a 34% yield). (1) The product is [CH3:8][O:9][C:10]1[CH:11]=[C:12]2[C:21](=[CH:22][CH:23]=1)[N:20]=[CH:19][C:18]1[O:17][CH2:16][C:15](=[O:34])[CH2:14][C:13]2=1. The reactants are C(N(CC)CC)C.[CH3:8][O:9][C:10]1[CH:11]=[C:12]2[C:21](=[CH:22][CH:23]=1)[N:20]=[CH:19][C:18]1[O:17][CH2:16][C:15](C(O)=O)=[CH:14][C:13]2=1.C1(P(N=[N+]=[N-])(C2C=CC=CC=2)=[O:34])C=CC=CC=1.Cl. The yield is 0.280. The catalyst is ClCCl.C1(C)C=CC=CC=1. (2) The yield is 0.900. The reactants are I[C:2]1[CH:7]=[CH:6][C:5]([CH3:8])=[CH:4][C:3]=1[C:9]([F:12])([F:11])[F:10].Br[C:14]([F:21])([F:20])[C:15]([O:17][CH2:18][CH3:19])=[O:16].[Cl-].[NH4+]. The product is [F:20][C:14]([F:21])([C:2]1[CH:7]=[CH:6][C:5]([CH3:8])=[CH:4][C:3]=1[C:9]([F:12])([F:11])[F:10])[C:15]([O:17][CH2:18][CH3:19])=[O:16]. The catalyst is CS(C)=O.[Cu]. (3) The reactants are C([O:3][C:4](=[O:22])[CH2:5][C:6]1(C(OCC)=O)[CH2:14][C:13]2[C:8](=[CH:9][CH:10]=[C:11]([F:15])[CH:12]=2)[C:7]1=[O:16])C.Cl.C(O)(=O)C. No catalyst specified. The product is [F:15][C:11]1[CH:12]=[C:13]2[C:8](=[CH:9][CH:10]=1)[C:7](=[O:16])[CH:6]([CH2:5][C:4]([OH:22])=[O:3])[CH2:14]2. The yield is 0.820. (4) The reactants are I[C:2]1[CH:14]=[CH:13][C:12]2[C:11]3[C:6](=[CH:7][CH:8]=[CH:9][CH:10]=3)[C:5]3([C:26]4[CH:25]=[C:24](I)[CH:23]=[CH:22][C:21]=4[C:20]4[C:15]3=[CH:16][CH:17]=[CH:18][CH:19]=4)[C:4]=2[CH:3]=1.[C:28]1([N:34]([C:44]2[CH:49]=[CH:48][CH:47]=[CH:46][CH:45]=2)[C:35]2[CH:40]=[CH:39][C:38](B(O)O)=[CH:37][CH:36]=2)[CH:33]=[CH:32][CH:31]=[CH:30][CH:29]=1.C([O-])([O-])=O.[K+].[K+].C(P([C:65]([CH3:68])([CH3:67])C)C(C)(C)C)(C)(C)C. The catalyst is C1C=CC([P]([Pd]([P](C2C=CC=CC=2)(C2C=CC=CC=2)C2C=CC=CC=2)([P](C2C=CC=CC=2)(C2C=CC=CC=2)C2C=CC=CC=2)[P](C2C=CC=CC=2)(C2C=CC=CC=2)C2C=CC=CC=2)(C2C=CC=CC=2)C2C=CC=CC=2)=CC=1.C1(C)C=CC=CC=1. The product is [CH:31]1[CH:32]=[CH:33][C:28]([N:34]([C:35]2[CH:40]=[CH:39][C:38]([C:2]3[CH:14]=[CH:13][C:12]4[C:11]5[C:6]([C:5]6([C:26]7[CH:25]=[C:24]([C:38]8[CH:39]=[CH:40][C:35]([N:34]([C:67]9[CH:65]=[CH:68][CH:49]=[CH:44][CH:45]=9)[C:28]9[CH:33]=[CH:32][CH:31]=[CH:30][CH:29]=9)=[CH:36][CH:37]=8)[CH:23]=[CH:22][C:21]=7[C:20]7[C:15]6=[CH:16][CH:17]=[CH:18][CH:19]=7)[C:4]=4[CH:3]=3)=[CH:7][CH:8]=[CH:9][CH:10]=5)=[CH:37][CH:36]=2)[C:44]2[CH:49]=[CH:48][CH:47]=[CH:46][CH:45]=2)=[CH:29][CH:30]=1. The yield is 0.600. (5) The reactants are C(OC([C:6]1[C:14]2[CH2:13][CH2:12][N:11]([C:15]3[CH:20]=[CH:19][C:18]([N:21]4[CH2:26][CH2:25][CH2:24][CH2:23][C:22]4=[O:27])=[CH:17][CH:16]=3)[C:10](=[O:28])[C:9]=2[N:8]([C:29]2[CH:34]=[CH:33][C:32]([O:35][CH3:36])=[CH:31][CH:30]=2)[N:7]=1)=O)C.C[Mg+].[Br-]. The catalyst is C1COCC1. The product is [OH:35][C:32]([C:6]1[C:14]2[CH2:13][CH2:12][N:11]([C:15]3[CH:20]=[CH:19][C:18]([N:21]4[CH2:26][CH2:25][CH2:24][CH2:23][C:22]4=[O:27])=[CH:17][CH:16]=3)[C:10](=[O:28])[C:9]=2[N:8]([C:29]2[CH:34]=[CH:33][C:32]([O:35][CH3:36])=[CH:31][CH:30]=2)[N:7]=1)([CH3:33])[CH3:31]. The yield is 0.480. (6) The reactants are [F:1][C:2]1[CH:7]=[CH:6][C:5]([C:8]2[C:12]3[C:13](=[O:17])[NH:14][CH2:15][CH2:16][C:11]=3[NH:10][C:9]=2[CH:18]=O)=[CH:4][CH:3]=1.[Cl:20][C:21]1[CH:22]=[C:23]([NH:28][C:29]2[C:30]3[CH2:37][C:36](=[O:38])[NH:35][C:31]=3[N:32]=[CH:33][N:34]=2)[CH:24]=[CH:25][C:26]=1[F:27]. No catalyst specified. The product is [Cl:20][C:21]1[CH:22]=[C:23]([NH:28][C:29]2[C:30]3[C:37](=[CH:18][C:9]4[NH:10][C:11]5[CH2:16][CH2:15][NH:14][C:13](=[O:17])[C:12]=5[C:8]=4[C:5]4[CH:4]=[CH:3][C:2]([F:1])=[CH:7][CH:6]=4)[C:36](=[O:38])[NH:35][C:31]=3[N:32]=[CH:33][N:34]=2)[CH:24]=[CH:25][C:26]=1[F:27]. The yield is 0.774.